From a dataset of Forward reaction prediction with 1.9M reactions from USPTO patents (1976-2016). Predict the product of the given reaction. (1) The product is: [F:6][C:7]1[CH:36]=[C:35]([F:37])[CH:34]=[CH:33][C:8]=1[CH2:9][N:10]1[C:14]2=[N:15][CH:16]=[CH:17][CH:18]=[C:13]2[C:12]([C:19]2[N:20]=[N:21][C:22]3[C:26]([CH3:32])([CH3:31])[C:27](=[O:29])[NH:38][C:23]=3[N:24]=2)=[N:11]1. Given the reactants P(Cl)(Cl)(Cl)=O.[F:6][C:7]1[CH:36]=[C:35]([F:37])[CH:34]=[CH:33][C:8]=1[CH2:9][N:10]1[C:14]2=[N:15][CH:16]=[CH:17][CH:18]=[C:13]2[C:12]([C:19]2[N:20]=[N:21][C:22]([C:26]([CH3:32])([CH3:31])[C:27]([O:29]C)=O)=[C:23](O)[N:24]=2)=[N:11]1.[NH3:38], predict the reaction product. (2) Given the reactants Cl[C:2]1[C:3]2[CH:10]=[CH:9][N:8]([S:11]([C:14]3[CH:19]=[CH:18][C:17]([CH3:20])=[CH:16][CH:15]=3)(=[O:13])=[O:12])[C:4]=2[N:5]=[CH:6][N:7]=1.C(B(CC)[C:24]1[CH:25]=[N:26][CH:27]=[CH:28][CH:29]=1)C.C(=O)([O-])[O-].[K+].[K+], predict the reaction product. The product is: [CH3:20][C:17]1[CH:18]=[CH:19][C:14]([S:11]([N:8]2[C:4]3[N:5]=[CH:6][N:7]=[C:2]([C:24]4[CH:25]=[N:26][CH:27]=[CH:28][CH:29]=4)[C:3]=3[CH:10]=[CH:9]2)(=[O:13])=[O:12])=[CH:15][CH:16]=1. (3) Given the reactants CS(O[CH2:6][CH2:7][N:8]1[CH2:12][CH:11]([C:13]2[CH:18]=[CH:17][CH:16]=[C:15]([C:19]([F:22])([F:21])[F:20])[CH:14]=2)[N:10]([C:23]2[CH:28]=[CH:27][C:26]([O:29][C:30]3[CH:35]=[CH:34][C:33]([Cl:36])=[CH:32][CH:31]=3)=[CH:25][CH:24]=2)[C:9]1=[O:37])(=O)=O.[NH4+:38].[OH-], predict the reaction product. The product is: [NH2:38][CH2:6][CH2:7][N:8]1[CH2:12][CH:11]([C:13]2[CH:18]=[CH:17][CH:16]=[C:15]([C:19]([F:20])([F:21])[F:22])[CH:14]=2)[N:10]([C:23]2[CH:24]=[CH:25][C:26]([O:29][C:30]3[CH:35]=[CH:34][C:33]([Cl:36])=[CH:32][CH:31]=3)=[CH:27][CH:28]=2)[C:9]1=[O:37]. (4) Given the reactants [N:1]([CH2:4][C:5]([C:7]1[C:17]2=[C:18]3[C:13](=[CH:14][CH:15]=[CH:16]2)[CH2:12][CH2:11][CH2:10][N:9]3[CH:8]=1)=[O:6])=[N+]=[N-].[O:19](C(OC(C)(C)C)=O)[C:20]([O:22][C:23]([CH3:26])([CH3:25])[CH3:24])=O.CO, predict the reaction product. The product is: [C:23]([O:22][C:20](=[O:19])[NH:1][CH2:4][C:5]([C:7]1[C:17]2=[C:18]3[C:13](=[CH:14][CH:15]=[CH:16]2)[CH2:12][CH2:11][CH2:10][N:9]3[CH:8]=1)=[O:6])([CH3:26])([CH3:25])[CH3:24].